This data is from TCR-epitope binding with 47,182 pairs between 192 epitopes and 23,139 TCRs. The task is: Binary Classification. Given a T-cell receptor sequence (or CDR3 region) and an epitope sequence, predict whether binding occurs between them. (1) The epitope is LEPLVDLPI. The TCR CDR3 sequence is CASSQERAYEQYF. Result: 1 (the TCR binds to the epitope). (2) The epitope is KLGGALQAK. The TCR CDR3 sequence is CASNTGAIEETQYF. Result: 0 (the TCR does not bind to the epitope).